The task is: Predict the reaction yield, written as a fraction of the theoretical maximum amount of product (1.0 means a 100% yield; for example, 0.34 means a 34% yield).. This data is from Reaction yield outcomes from USPTO patents with 853,638 reactions. (1) The reactants are [Si]([O:8][CH2:9][C@@H:10]([N:13]([CH2:21][C:22]([N:24]([O:26][CH3:27])[CH3:25])=[O:23])[C:14](=[O:20])[O:15][C:16]([CH3:19])([CH3:18])[CH3:17])[CH:11]=[CH2:12])(C(C)(C)C)(C)C.CCCC[N+](CCCC)(CCCC)CCCC.[F-]. The catalyst is C1COCC1. The product is [OH:8][CH2:9][C@@H:10]([N:13]([CH2:21][C:22]([N:24]([O:26][CH3:27])[CH3:25])=[O:23])[C:14](=[O:20])[O:15][C:16]([CH3:17])([CH3:18])[CH3:19])[CH:11]=[CH2:12]. The yield is 0.770. (2) The reactants are [O:1]1[CH2:6][CH2:5][O:4][C:3]2[CH:7]=[C:8]([C:11](=[O:13])[CH3:12])[CH:9]=[CH:10][C:2]1=2.Cl.[CH3:15][NH:16][CH3:17].[CH2:18]=O. The catalyst is Cl.C(O)C. The product is [O:1]1[CH2:6][CH2:5][O:4][C:3]2[CH:7]=[C:8]([C:11](=[O:13])[CH2:12][CH2:15][N:16]([CH3:18])[CH3:17])[CH:9]=[CH:10][C:2]1=2. The yield is 0.820. (3) The yield is 0.720. The catalyst is CN(C)C1C=CN=CC=1.O1CCCC1. The product is [CH2:1]([O:3][C:4]([C:6]1[S:10][C:9]([NH:11][O:20][C:18]([O:17][C:13]([CH3:16])([CH3:15])[CH3:14])=[O:19])=[N:8][C:7]=1[CH3:12])=[O:5])[CH3:2]. The reactants are [CH2:1]([O:3][C:4]([C:6]1[S:10][C:9]([NH2:11])=[N:8][C:7]=1[CH3:12])=[O:5])[CH3:2].[C:13]([O:17][C:18]([O:20]C(OC(C)(C)C)=O)=[O:19])([CH3:16])([CH3:15])[CH3:14]. (4) The reactants are [Cl:1][C:2]1[CH:3]=[C:4]([CH:6]=[CH:7][C:8]=1[O:9][C:10]([F:13])([F:12])[F:11])N.N([O-])=O.[Na+].[I-:18].[K+]. The catalyst is OS(O)(=O)=O. The product is [Cl:1][C:2]1[CH:3]=[C:4]([I:18])[CH:6]=[CH:7][C:8]=1[O:9][C:10]([F:13])([F:12])[F:11]. The yield is 0.520.